From a dataset of Reaction yield outcomes from USPTO patents with 853,638 reactions. Predict the reaction yield, written as a fraction of the theoretical maximum amount of product (1.0 means a 100% yield; for example, 0.34 means a 34% yield). (1) The reactants are [S:1]1[C:9]2[C:4](=[N:5][CH:6]=[CH:7][CH:8]=2)[N:3]=[C:2]1[O:10][C:11]1[CH:18]=[CH:17][C:14]([CH:15]=O)=[CH:13][CH:12]=1.[NH:19]1[CH2:24][CH2:23][O:22][CH:21]([CH2:25][OH:26])[CH2:20]1.C(O[BH-](OC(=O)C)OC(=O)C)(=O)C.[Na+]. The catalyst is ClCCCl. The product is [S:1]1[C:9]2[C:4](=[N:5][CH:6]=[CH:7][CH:8]=2)[N:3]=[C:2]1[O:10][C:11]1[CH:18]=[CH:17][C:14]([CH2:15][N:19]2[CH2:24][CH2:23][O:22][CH:21]([CH2:25][OH:26])[CH2:20]2)=[CH:13][CH:12]=1. The yield is 0.560. (2) The reactants are [CH3:1][C:2]([C:5]1[CH:13]=[C:9]([C:10]([OH:12])=O)[C:8]([OH:14])=[CH:7][CH:6]=1)([CH3:4])[CH3:3].[F:15][C:16]([F:29])([F:28])[C:17]1[CH:18]=[C:19]([CH:21]=[C:22]([C:24]([F:27])([F:26])[F:25])[CH:23]=1)[NH2:20]. No catalyst specified. The product is [F:15][C:16]([F:28])([F:29])[C:17]1[CH:18]=[C:19]([NH:20][C:10](=[O:12])[C:9]2[CH:13]=[C:5]([C:2]([CH3:1])([CH3:3])[CH3:4])[CH:6]=[CH:7][C:8]=2[OH:14])[CH:21]=[C:22]([C:24]([F:25])([F:27])[F:26])[CH:23]=1. The yield is 0.538.